Dataset: Forward reaction prediction with 1.9M reactions from USPTO patents (1976-2016). Task: Predict the product of the given reaction. (1) The product is: [CH:36]1([N:29]2[C:9]3[N:10]=[C:11]([NH:14][C:15]4[CH:16]=[CH:17][C:18]([N:3]5[CH2:2][CH2:49][O:51][CH2:5][CH2:4]5)=[CH:19][CH:20]=4)[N:12]=[CH:13][C:8]=3[N:7]=[CH:31][C:30]2=[O:55])[CH2:37][CH2:38][CH2:43][CH2:42]1. Given the reactants N1C=[CH:5][CH:4]=[N:3][CH:2]=1.[NH2:7][C:8]1[C:9]([NH:29][CH2:30][CH3:31])=[N:10][C:11]([NH:14][C:15]2[CH:20]=[CH:19][C:18](OCCN(CC)CC)=[CH:17][CH:16]=2)=[N:12][CH:13]=1.COC1C=[C:36]([C:42](=O)[C:43](OCC)=O)[CH:37]=[C:38](OC)C=1.[C:49](O)(=[O:51])C.CC[OH:55], predict the reaction product. (2) Given the reactants [C:1]([C:7]([O:9]C)=O)#[C:2][C:3]([O:5][CH3:6])=[O:4].[Cl:11][C:12]1[CH:18]=[CH:17][C:15]([NH2:16])=[CH:14][CH:13]=1, predict the reaction product. The product is: [CH3:6][O:5][C:3]([C:2]1[NH:16][C:15]2[C:17]([C:7](=[O:9])[CH:1]=1)=[CH:18][C:12]([Cl:11])=[CH:13][CH:14]=2)=[O:4]. (3) Given the reactants [OH:1][C:2]1[CH:11]=[CH:10][C:5]2[C:6](=[O:9])[CH2:7][O:8][C:4]=2[CH:3]=1.[O:12]=[C:13]1[CH2:18][NH:17][CH2:16][CH2:15][NH:14]1.[CH2:19]=O, predict the reaction product. The product is: [OH:1][C:2]1[CH:11]=[CH:10][C:5]2[C:6](=[O:9])[CH2:7][O:8][C:4]=2[C:3]=1[CH2:19][N:17]1[CH2:16][CH2:15][NH:14][C:13](=[O:12])[CH2:18]1.